From a dataset of Reaction yield outcomes from USPTO patents with 853,638 reactions. Predict the reaction yield, written as a fraction of the theoretical maximum amount of product (1.0 means a 100% yield; for example, 0.34 means a 34% yield). (1) The reactants are C(O[C:4]([C:6]1([CH2:19][CH2:20][NH:21][C:22]2[CH:27]=[CH:26][C:25]([Br:28])=[CH:24][C:23]=2[CH3:29])[CH2:11][CH2:10][N:9]([C:12]([O:14][C:15]([CH3:18])([CH3:17])[CH3:16])=[O:13])[CH2:8][CH2:7]1)=[O:5])C.CC(C)([O-])C.[K+].O.CO. The catalyst is C1COCC1.C(Cl)Cl. The product is [C:15]([O:14][C:12]([N:9]1[CH2:10][CH2:11][C:6]2([C:4](=[O:5])[N:21]([C:22]3[CH:27]=[CH:26][C:25]([Br:28])=[CH:24][C:23]=3[CH3:29])[CH2:20][CH2:19]2)[CH2:7][CH2:8]1)=[O:13])([CH3:18])([CH3:17])[CH3:16]. The yield is 0.630. (2) The reactants are [H-].[Na+].[F:3][C:4]([F:8])([F:7])[CH2:5][OH:6].[Br:9][C:10]1[CH:11]=[N:12][CH:13]=[C:14](Br)[CH:15]=1. The catalyst is CN(C=O)C.O. The product is [Br:9][C:10]1[CH:11]=[N:12][CH:13]=[C:14]([O:6][CH2:5][C:4]([F:8])([F:7])[F:3])[CH:15]=1. The yield is 0.460. (3) The reactants are [Cl:1][C:2]1[CH:3]=[C:4]([CH:27]=[CH:28][C:29]=1[Cl:30])[CH2:5][NH:6][C:7]1[N:8]=[C:9]([NH:23][CH2:24][CH2:25][CH3:26])[C:10]2[N:16]=[C:15]([NH:17][CH3:18])[N:14]=[C:13]([NH:19][CH2:20][CH2:21][CH3:22])[C:11]=2[N:12]=1.Cl.C(OCC)C.Cl.ClC1N=C(NCCC)C2N=C(NC)N=C(NCCC)C=2N=1. The catalyst is C(OCC)C. The product is [ClH:1].[Cl:1][C:2]1[CH:3]=[C:4]([CH:27]=[CH:28][C:29]=1[Cl:30])[CH2:5][NH:6][C:7]1[N:8]=[C:9]([NH:23][CH2:24][CH2:25][CH3:26])[C:10]2[N:16]=[C:15]([NH:17][CH3:18])[N:14]=[C:13]([NH:19][CH2:20][CH2:21][CH3:22])[C:11]=2[N:12]=1. The yield is 0.780. (4) The reactants are Br[C:2]1[CH:3]=[C:4]2[NH:10][C:9](=[O:11])[NH:8][C:5]2=[N:6][CH:7]=1.[B:12]1([B:12]2[O:16][C:15]([CH3:18])([CH3:17])[C:14]([CH3:20])([CH3:19])[O:13]2)[O:16][C:15]([CH3:18])([CH3:17])[C:14]([CH3:20])([CH3:19])[O:13]1.C([O-])(=O)C.[K+]. The catalyst is O1CCOCC1. The product is [CH3:19][C:14]1([CH3:20])[C:15]([CH3:18])([CH3:17])[O:16][B:12]([C:2]2[CH:3]=[C:4]3[NH:10][C:9](=[O:11])[NH:8][C:5]3=[N:6][CH:7]=2)[O:13]1. The yield is 0.490.